This data is from Full USPTO retrosynthesis dataset with 1.9M reactions from patents (1976-2016). The task is: Predict the reactants needed to synthesize the given product. (1) Given the product [CH3:9][C:8]([CH3:11])([CH3:10])[CH2:12][C:13]([NH:7][CH2:6][C:2]1[S:1][CH:5]=[CH:4][CH:3]=1)=[O:14], predict the reactants needed to synthesize it. The reactants are: [S:1]1[CH:5]=[CH:4][CH:3]=[C:2]1[CH2:6][NH2:7].[C:8]([CH2:12][C:13](Cl)=[O:14])([CH3:11])([CH3:10])[CH3:9].C(O)C(N)(CO)CO. (2) Given the product [NH2:20][O:19][S:16]([C:9]1[C:10]([CH3:15])=[CH:11][C:12]([CH3:14])=[CH:13][C:8]=1[CH3:28])(=[O:17])=[O:18], predict the reactants needed to synthesize it. The reactants are: C(O)(C(F)(F)F)=O.[C:8]1([CH3:28])[CH:13]=[C:12]([CH3:14])[CH:11]=[C:10]([CH3:15])[C:9]=1[S:16]([O:19][NH:20]C(=O)OC(C)(C)C)(=[O:18])=[O:17]. (3) Given the product [F:18][C:16]([F:17])([F:19])[C:13]1[CH:12]=[CH:11][C:10]([C:7]2[N:6]=[CH:5][C:4]([CH2:3][OH:2])=[CH:9][CH:8]=2)=[CH:15][CH:14]=1, predict the reactants needed to synthesize it. The reactants are: C[O:2][C:3](=O)[C:4]1[CH:9]=[CH:8][C:7]([C:10]2[CH:15]=[CH:14][C:13]([C:16]([F:19])([F:18])[F:17])=[CH:12][CH:11]=2)=[N:6][CH:5]=1.[H-].[H-].[H-].[H-].[Li+].[Al+3].